The task is: Predict the reactants needed to synthesize the given product.. This data is from Full USPTO retrosynthesis dataset with 1.9M reactions from patents (1976-2016). (1) Given the product [Br:63][C:61]1[CH:62]=[C:57]([NH:13][C:11]2[CH:12]=[C:6]3[CH2:5][N:4]([CH:1]4[CH2:3][CH2:2]4)[CH2:9][CH2:8][N:7]3[N:10]=2)[C:58](=[O:65])[N:59]([CH3:64])[CH:60]=1, predict the reactants needed to synthesize it. The reactants are: [CH:1]1([N:4]2[CH2:9][CH2:8][N:7]3[N:10]=[C:11]([NH2:13])[CH:12]=[C:6]3[CH2:5]2)[CH2:3][CH2:2]1.CC1(C)C2C(=C(P(C3C=CC=CC=3)C3C=CC=CC=3)C=CC=2)OC2C(P(C3C=CC=CC=3)C3C=CC=CC=3)=CC=CC1=2.Br[C:57]1[C:58](=[O:65])[N:59]([CH3:64])[CH:60]=[C:61]([Br:63])[CH:62]=1.C([O-])([O-])=O.[Cs+].[Cs+]. (2) The reactants are: F[C:2]1[CH:11]=[CH:10][C:5]([C:6]([O:8][CH3:9])=[O:7])=[C:4]([O:12][C:13]2[CH:18]=[CH:17][CH:16]=[CH:15][CH:14]=2)[CH:3]=1.[O:19]1[C:23]2([CH2:28][CH2:27][NH:26][CH2:25][CH2:24]2)[O:22][CH2:21][CH2:20]1.C(=O)([O-])[O-].[Na+].[Na+]. Given the product [O:12]([C:4]1[CH:3]=[C:2]([N:26]2[CH2:27][CH2:28][C:23]3([O:22][CH2:21][CH2:20][O:19]3)[CH2:24][CH2:25]2)[CH:11]=[CH:10][C:5]=1[C:6]([O:8][CH3:9])=[O:7])[C:13]1[CH:18]=[CH:17][CH:16]=[CH:15][CH:14]=1, predict the reactants needed to synthesize it. (3) Given the product [CH:2]1([CH2:1][C@H:4]2[N:11]([S:12]([C:15]3[CH:16]=[CH:17][CH:18]=[C:19]4[C:24]=3[N:23]=[CH:22][CH:21]=[CH:20]4)(=[O:14])=[O:13])[CH2:10][C:9]3[CH:25]=[CH:26][CH:27]=[CH:28][C:8]=3[CH2:7][O:6][CH2:5]2)[CH2:29][CH2:3]1, predict the reactants needed to synthesize it. The reactants are: [CH2:1]([C@H:4]1[N:11]([S:12]([C:15]2[CH:16]=[CH:17][CH:18]=[C:19]3[C:24]=2[N:23]=[CH:22][CH:21]=[CH:20]3)(=[O:14])=[O:13])[CH2:10][C:9]2[CH:25]=[CH:26][CH:27]=[CH:28][C:8]=2[CH2:7][O:6][CH2:5]1)[CH:2]=[CH2:3].[CH2:29]([Zn]CC)C.ICI.[Cl-].[NH4+]. (4) Given the product [NH2:4][C@:5]1([C:22]([OH:23])=[O:45])[C@@H:9]([CH2:10][CH2:11][CH2:12][B:13]([OH:14])[OH:17])[CH2:8][N:7]([CH2:40][CH:41]2[CH2:39][CH2:38][CH2:37][NH:36]2)[CH2:6]1, predict the reactants needed to synthesize it. The reactants are: C([NH:4][C@:5]1([C:22](NC(C)(C)C)=[O:23])[C@@H:9]([CH2:10][CH2:11][CH2:12][B:13]2[O:17]C(C)(C)C(C)(C)[O:14]2)[CH2:8][NH:7][CH2:6]1)(=O)C.C([N:36]1[CH2:41][CH2:40][CH2:39][CH2:38][CH:37]1C=O)(OC(C)(C)C)=O.S([O-])([O-])(=O)=[O:45].[Na+].[Na+].C(O)(=O)C.C(O[BH-](OC(=O)C)OC(=O)C)(=O)C.[Na+].C(=O)([O-])[O-].[Na+].[Na+].